Dataset: TCR-epitope binding with 47,182 pairs between 192 epitopes and 23,139 TCRs. Task: Binary Classification. Given a T-cell receptor sequence (or CDR3 region) and an epitope sequence, predict whether binding occurs between them. The epitope is ILGLPTQTV. The TCR CDR3 sequence is CASSPLYAEAFF. Result: 0 (the TCR does not bind to the epitope).